Dataset: Catalyst prediction with 721,799 reactions and 888 catalyst types from USPTO. Task: Predict which catalyst facilitates the given reaction. (1) Product: [NH2:10][CH:9]([CH2:8][C:7]1[CH:22]=[CH:23][CH:24]=[C:5]([C:2]([F:4])([F:1])[CH3:3])[CH:6]=1)[CH:13]([C:14]1[CH:19]=[CH:18][C:17]([F:20])=[CH:16][CH:15]=1)[OH:12]. The catalyst class is: 40. Reactant: [F:1][C:2]([C:5]1[CH:6]=[C:7]([CH:22]=[CH:23][CH:24]=1)[CH2:8][CH:9]1[CH:13]([C:14]2[CH:19]=[CH:18][C:17]([F:20])=[CH:16][CH:15]=2)[O:12]C(=O)[NH:10]1)([F:4])[CH3:3].[OH-].[Na+]. (2) Reactant: Br[C:2]1[CH:6]=[CH:5][S:4][C:3]=1[C:7]1[S:8][CH:9]=[CH:10][CH:11]=1.C([Li])CCC.[CH3:17][CH2:18][CH2:19][CH2:20][CH2:21][C:22](=[O:28])[CH2:23][CH2:24][CH2:25][CH2:26][CH3:27]. Product: [S:4]1[CH:5]=[CH:6][C:2]([C:22]([OH:28])([CH2:23][CH2:24][CH2:25][CH2:26][CH3:27])[CH2:21][CH2:20][CH2:19][CH2:18][CH3:17])=[C:3]1[C:7]1[S:8][CH:9]=[CH:10][CH:11]=1. The catalyst class is: 27.